This data is from Catalyst prediction with 721,799 reactions and 888 catalyst types from USPTO. The task is: Predict which catalyst facilitates the given reaction. Product: [Cl:1][C:2]1[C:7]([C:8]2[C:9](=[O:31])[N:10]([CH2:29][CH3:30])[C:11]3[C:16]([CH:17]=2)=[CH:15][N:14]=[C:13]([NH:18][CH3:19])[CH:12]=3)=[CH:6][C:5]([NH:32][C:33]([NH:35][C:36]2[CH:41]=[CH:40][CH:39]=[C:38]([CH2:42][N:43]3[CH2:44][CH2:45][N:46]([CH3:49])[CH2:47][CH2:48]3)[CH:37]=2)=[O:34])=[C:4]([F:50])[CH:3]=1. Reactant: [Cl:1][C:2]1[C:7]([C:8]2[C:9](=[O:31])[N:10]([CH2:29][CH3:30])[C:11]3[C:16]([CH:17]=2)=[CH:15][N:14]=[C:13]([N:18](CC2C=CC(OC)=CC=2)[CH3:19])[CH:12]=3)=[CH:6][C:5]([NH:32][C:33]([NH:35][C:36]2[CH:41]=[CH:40][CH:39]=[C:38]([CH2:42][N:43]3[CH2:48][CH2:47][N:46]([CH3:49])[CH2:45][CH2:44]3)[CH:37]=2)=[O:34])=[C:4]([F:50])[CH:3]=1.C1(OC)C=CC=CC=1. The catalyst class is: 67.